From a dataset of Catalyst prediction with 721,799 reactions and 888 catalyst types from USPTO. Predict which catalyst facilitates the given reaction. (1) Reactant: [O:1]1[C:5]2[C:6]([CH:10]=[O:11])=[CH:7][CH:8]=[CH:9][C:4]=2[CH2:3][CH2:2]1.[BH4-].[Na+].[Cl-].[NH4+]. Product: [O:1]1[C:5]2[C:6]([CH2:10][OH:11])=[CH:7][CH:8]=[CH:9][C:4]=2[CH2:3][CH2:2]1. The catalyst class is: 798. (2) Reactant: C([O:3][C:4]([C:6]1[N:7]([CH2:15][CH2:16][C:17]2[CH:22]=[CH:21][C:20]([Cl:23])=[CH:19][CH:18]=2)[C:8]2[C:13]([CH:14]=1)=[CH:12][CH:11]=[CH:10][CH:9]=2)=[O:5])C.[OH-].[Na+].Cl. Product: [Cl:23][C:20]1[CH:19]=[CH:18][C:17]([CH2:16][CH2:15][N:7]2[C:8]3[C:13](=[CH:12][CH:11]=[CH:10][CH:9]=3)[CH:14]=[C:6]2[C:4]([OH:5])=[O:3])=[CH:22][CH:21]=1. The catalyst class is: 38.